From a dataset of Catalyst prediction with 721,799 reactions and 888 catalyst types from USPTO. Predict which catalyst facilitates the given reaction. (1) Product: [CH:1]1([C:6]2[C:15]([CH2:16][C:17]3[CH:22]=[CH:21][C:20]([C:23]([F:26])([F:25])[F:24])=[CH:19][CH:18]=3)=[C:14]([C:28]3[CH:33]=[CH:32][C:31]([F:34])=[C:30]([F:35])[CH:29]=3)[C:13]3[CH:12]([OH:36])[CH2:11][C:10]([CH3:37])([CH3:38])[CH2:9][C:8]=3[N:7]=2)[CH2:3][CH2:2]1. Reactant: [CH:1]1([C:6]2[C:15]([CH:16](F)[C:17]3[CH:22]=[CH:21][C:20]([C:23]([F:26])([F:25])[F:24])=[CH:19][CH:18]=3)=[C:14]([C:28]3[CH:33]=[CH:32][C:31]([F:34])=[C:30]([F:35])[CH:29]=3)[C:13]3[CH:12]([OH:36])[CH2:11][C:10]([CH3:38])([CH3:37])[CH2:9][C:8]=3[N:7]=2)CC[CH2:3][CH2:2]1.C1(C)C=CC=CC=1.C([Al]CC(C)C)C(C)C.[Cl-].[Na+]. The catalyst class is: 5. (2) Reactant: [N+](=[CH:3][C:4]([C:6]1[CH:11]=[CH:10][C:9]([Cl:12])=[C:8]([Cl:13])[CH:7]=1)=[O:5])=[N-].[CH3:14][O:15][C:16]1[O:17][CH:18]=[CH:19][CH:20]=1. Product: [Cl:13][C:8]1[CH:7]=[C:6]([C:4](=[O:5])/[CH:3]=[CH:18]/[CH:19]=[CH:20]\[C:16]([O:15][CH3:14])=[O:17])[CH:11]=[CH:10][C:9]=1[Cl:12]. The catalyst class is: 81. (3) Reactant: [CH2:1]([O:3][C:4]([C:6]1[CH:7]=[C:8]2[N:22]=[N:21][N:20]([C:23]3[CH:28]=[CH:27][C:26]([O:29][CH3:30])=[CH:25][CH:24]=3)[C:9]2=[N:10][C:11]=1OS(C(F)(F)F)(=O)=O)=[O:5])[CH3:2].[CH3:31][N:32]1[CH2:37][CH2:36][CH:35]([CH2:38][NH2:39])[CH2:34][CH2:33]1. Product: [CH2:1]([O:3][C:4]([C:6]1[CH:7]=[C:8]2[N:22]=[N:21][N:20]([C:23]3[CH:28]=[CH:27][C:26]([O:29][CH3:30])=[CH:25][CH:24]=3)[C:9]2=[N:10][C:11]=1[NH:39][CH2:38][CH:35]1[CH2:36][CH2:37][N:32]([CH3:31])[CH2:33][CH2:34]1)=[O:5])[CH3:2]. The catalyst class is: 17. (4) Reactant: C([N:3]([CH:18](OC)[C:19](C)(C)C)[C:4](=[O:17])[C:5]1[C:10]([Si:11]([CH3:14])([CH3:13])[CH3:12])=[CH:9][C:8](Br)=[CH:7][C:6]=1[Cl:16])C.[C:25](=O)=[O:26].CC(C)=O.[Li]CCCC.CN(C=O)C.C([O-])(O)=O.[Na+]. Product: [Cl:16][C:6]1[CH:7]=[C:8]([CH:25]=[O:26])[CH:9]=[C:10]([Si:11]([CH3:12])([CH3:13])[CH3:14])[C:5]=1[C:4]([NH:3][CH2:18][CH3:19])=[O:17]. The catalyst class is: 1.